This data is from Reaction yield outcomes from USPTO patents with 853,638 reactions. The task is: Predict the reaction yield, written as a fraction of the theoretical maximum amount of product (1.0 means a 100% yield; for example, 0.34 means a 34% yield). The catalyst is CO. The yield is 0.960. The reactants are [OH:1][CH:2]1[CH2:7][CH2:6][C:5](=O)[CH2:4][C:3]1([CH3:10])[CH3:9].Cl.[NH2:12][OH:13].C(=O)(O)[O-].[Na+]. The product is [OH:1][CH:2]1[CH2:7][CH2:6]/[C:5](=[N:12]\[OH:13])/[CH2:4][C:3]1([CH3:10])[CH3:9].